Dataset: Catalyst prediction with 721,799 reactions and 888 catalyst types from USPTO. Task: Predict which catalyst facilitates the given reaction. (1) Reactant: [F:1][C:2]1[CH:3]=[C:4]([OH:9])[CH:5]=[C:6]([F:8])[CH:7]=1.Cl[CH2:11][C:12]#[N:13].C(=O)([O-])[O-].[K+].[K+].[I-].[K+]. Product: [F:1][C:2]1[CH:3]=[C:4]([CH:5]=[C:6]([F:8])[CH:7]=1)[O:9][CH2:11][C:12]#[N:13]. The catalyst class is: 10. (2) Reactant: [H-].[Na+].[CH2:3]([O:10][C:11]1[CH:12]=[C:13]2[C:17](=[CH:18][CH:19]=1)[NH:16][CH:15]=[CH:14]2)[C:4]1[CH:9]=[CH:8][CH:7]=[CH:6][CH:5]=1.Br[CH:21]1[CH2:23][CH:22]1[C:24]([O:26][CH2:27][CH3:28])=[O:25]. Product: [CH2:3]([O:10][C:11]1[CH:12]=[C:13]2[C:17](=[CH:18][CH:19]=1)[NH:16][C:15]([CH:21]1[CH2:23][CH:22]1[C:24]([O:26][CH2:27][CH3:28])=[O:25])=[CH:14]2)[C:4]1[CH:5]=[CH:6][CH:7]=[CH:8][CH:9]=1. The catalyst class is: 9.